The task is: Regression. Given two drug SMILES strings and cell line genomic features, predict the synergy score measuring deviation from expected non-interaction effect.. This data is from NCI-60 drug combinations with 297,098 pairs across 59 cell lines. (1) Drug 1: CN1CCC(CC1)COC2=C(C=C3C(=C2)N=CN=C3NC4=C(C=C(C=C4)Br)F)OC. Drug 2: CC(C)NC(=O)C1=CC=C(C=C1)CNNC.Cl. Cell line: NCI-H226. Synergy scores: CSS=1.23, Synergy_ZIP=-1.41, Synergy_Bliss=-4.19, Synergy_Loewe=-14.7, Synergy_HSA=-7.58. (2) Drug 1: CN(C)N=NC1=C(NC=N1)C(=O)N. Drug 2: CS(=O)(=O)CCNCC1=CC=C(O1)C2=CC3=C(C=C2)N=CN=C3NC4=CC(=C(C=C4)OCC5=CC(=CC=C5)F)Cl. Cell line: CCRF-CEM. Synergy scores: CSS=24.9, Synergy_ZIP=3.79, Synergy_Bliss=5.83, Synergy_Loewe=1.60, Synergy_HSA=3.43. (3) Drug 1: CNC(=O)C1=NC=CC(=C1)OC2=CC=C(C=C2)NC(=O)NC3=CC(=C(C=C3)Cl)C(F)(F)F. Drug 2: C1=CC=C(C(=C1)C(C2=CC=C(C=C2)Cl)C(Cl)Cl)Cl. Cell line: SK-MEL-2. Synergy scores: CSS=8.09, Synergy_ZIP=21.3, Synergy_Bliss=29.3, Synergy_Loewe=19.7, Synergy_HSA=18.0. (4) Drug 1: C1=NC2=C(N=C(N=C2N1C3C(C(C(O3)CO)O)F)Cl)N. Synergy scores: CSS=45.0, Synergy_ZIP=11.1, Synergy_Bliss=9.51, Synergy_Loewe=-11.6, Synergy_HSA=7.92. Cell line: HCT116. Drug 2: C(CN)CNCCSP(=O)(O)O. (5) Drug 1: CC1=C(C=C(C=C1)NC2=NC=CC(=N2)N(C)C3=CC4=NN(C(=C4C=C3)C)C)S(=O)(=O)N.Cl. Drug 2: CNC(=O)C1=NC=CC(=C1)OC2=CC=C(C=C2)NC(=O)NC3=CC(=C(C=C3)Cl)C(F)(F)F. Cell line: HCT116. Synergy scores: CSS=22.4, Synergy_ZIP=3.15, Synergy_Bliss=0.0705, Synergy_Loewe=-14.9, Synergy_HSA=-0.668. (6) Drug 1: C1=CC(=CC=C1CCC2=CNC3=C2C(=O)NC(=N3)N)C(=O)NC(CCC(=O)O)C(=O)O. Drug 2: CC(C)(C#N)C1=CC(=CC(=C1)CN2C=NC=N2)C(C)(C)C#N. Cell line: OVCAR3. Synergy scores: CSS=21.0, Synergy_ZIP=-0.291, Synergy_Bliss=-1.91, Synergy_Loewe=-9.66, Synergy_HSA=-1.32. (7) Drug 1: CCC1(CC2CC(C3=C(CCN(C2)C1)C4=CC=CC=C4N3)(C5=C(C=C6C(=C5)C78CCN9C7C(C=CC9)(C(C(C8N6C)(C(=O)OC)O)OC(=O)C)CC)OC)C(=O)OC)O.OS(=O)(=O)O. Drug 2: CC1C(C(CC(O1)OC2CC(CC3=C2C(=C4C(=C3O)C(=O)C5=C(C4=O)C(=CC=C5)OC)O)(C(=O)CO)O)N)O.Cl. Cell line: U251. Synergy scores: CSS=48.8, Synergy_ZIP=-4.19, Synergy_Bliss=-2.96, Synergy_Loewe=1.01, Synergy_HSA=2.14. (8) Drug 1: C1CCN(CC1)CCOC2=CC=C(C=C2)C(=O)C3=C(SC4=C3C=CC(=C4)O)C5=CC=C(C=C5)O. Cell line: MDA-MB-435. Drug 2: CCN(CC)CCCC(C)NC1=C2C=C(C=CC2=NC3=C1C=CC(=C3)Cl)OC. Synergy scores: CSS=13.4, Synergy_ZIP=0.560, Synergy_Bliss=9.83, Synergy_Loewe=-0.361, Synergy_HSA=2.07. (9) Drug 1: C1CC(=O)NC(=O)C1N2CC3=C(C2=O)C=CC=C3N. Drug 2: C#CCC(CC1=CN=C2C(=N1)C(=NC(=N2)N)N)C3=CC=C(C=C3)C(=O)NC(CCC(=O)O)C(=O)O. Cell line: SK-OV-3. Synergy scores: CSS=2.57, Synergy_ZIP=-2.66, Synergy_Bliss=-2.83, Synergy_Loewe=-3.17, Synergy_HSA=-3.12. (10) Drug 1: C1C(C(OC1N2C=C(C(=O)NC2=O)F)CO)O. Drug 2: CC1C(C(CC(O1)OC2CC(CC3=C2C(=C4C(=C3O)C(=O)C5=CC=CC=C5C4=O)O)(C(=O)C)O)N)O. Cell line: U251. Synergy scores: CSS=45.2, Synergy_ZIP=-6.61, Synergy_Bliss=-7.65, Synergy_Loewe=-2.42, Synergy_HSA=0.363.